Predict the reactants needed to synthesize the given product. From a dataset of Full USPTO retrosynthesis dataset with 1.9M reactions from patents (1976-2016). (1) The reactants are: Cl[C:2]1[C:7]([C:8]2[N:13]=[CH:12][N:11]=[C:10]([NH:14][CH2:15][C:16]3[CH:21]=[CH:20][C:19]([O:22][CH3:23])=[CH:18][C:17]=3[O:24][CH3:25])[CH:9]=2)=[CH:6][CH:5]=[CH:4][N:3]=1.[C:26]([O:30][C:31](=[O:41])[NH:32][C:33]1[CH:38]=[CH:37][C:36]([CH3:39])=[C:35]([NH2:40])[CH:34]=1)([CH3:29])([CH3:28])[CH3:27].CC(C)([O-])C.[K+]. Given the product [C:26]([O:30][C:31](=[O:41])[NH:32][C:33]1[CH:38]=[CH:37][C:36]([CH3:39])=[C:35]([NH:40][C:2]2[C:7]([C:8]3[CH:9]=[C:10]([NH:14][CH2:15][C:16]4[CH:21]=[CH:20][C:19]([O:22][CH3:23])=[CH:18][C:17]=4[O:24][CH3:25])[N:11]=[CH:12][N:13]=3)=[CH:6][CH:5]=[CH:4][N:3]=2)[CH:34]=1)([CH3:29])([CH3:27])[CH3:28], predict the reactants needed to synthesize it. (2) Given the product [Cl:19][CH2:14][CH2:15][C:11]1[C:12](=[O:13])[N:3]2[CH:4]=[CH:5][CH:6]=[CH:7][C:2]2=[N:1][C:8]=1[CH3:9], predict the reactants needed to synthesize it. The reactants are: [NH2:1][C:2]1[CH:7]=[CH:6][CH:5]=[CH:4][N:3]=1.[C:8]([CH:11]1[CH2:15][CH2:14][O:13][C:12]1=O)(=O)[CH3:9].P(Cl)(Cl)([Cl:19])=O.